From a dataset of Full USPTO retrosynthesis dataset with 1.9M reactions from patents (1976-2016). Predict the reactants needed to synthesize the given product. (1) The reactants are: C([O:3][C:4]([C:6]1[N:7]([CH2:15][CH2:16][C:17]2[CH:22]=[CH:21][C:20]([Cl:23])=[CH:19][CH:18]=2)[C:8]2[C:13]([CH:14]=1)=[CH:12][CH:11]=[CH:10][CH:9]=2)=[O:5])C.[OH-].[Na+].Cl. Given the product [Cl:23][C:20]1[CH:19]=[CH:18][C:17]([CH2:16][CH2:15][N:7]2[C:8]3[C:13](=[CH:12][CH:11]=[CH:10][CH:9]=3)[CH:14]=[C:6]2[C:4]([OH:5])=[O:3])=[CH:22][CH:21]=1, predict the reactants needed to synthesize it. (2) Given the product [Br-:10].[C:18]([CH2:17][O:16][C:15]1[CH:21]=[CH:22][C:12]([CH2:11][N:3]2[C:2]([Cl:1])=[C:6]([Cl:7])[N+:5]([CH2:24][C:25]3[C:34]4[C:29](=[CH:30][CH:31]=[CH:32][CH:33]=4)[CH:28]=[CH:27][CH:26]=3)=[CH:4]2)=[CH:13][CH:14]=1)([OH:20])=[O:19], predict the reactants needed to synthesize it. The reactants are: [Cl:1][C:2]1[N:3]=[CH:4][NH:5][C:6]=1[Cl:7].[OH-].[K+].[Br:10][CH2:11][C:12]1[CH:22]=[CH:21][C:15]([O:16][CH2:17][C:18]([OH:20])=[O:19])=[CH:14][CH:13]=1.Br[CH2:24][C:25]1[C:34]2[C:29](=[CH:30][CH:31]=[CH:32][CH:33]=2)[CH:28]=[CH:27][CH:26]=1.Br. (3) Given the product [Br:1][C:2]1[C:3]([CH2:22][C:23]2[O:25][N:54]=[C:52]([CH3:53])[N:51]=2)=[CH:4][C:5]([NH:8][C:9]2[S:10][CH:11]=[C:12]([CH2:14][CH2:15][C:16]3[CH:17]=[CH:18][CH:19]=[CH:20][CH:21]=3)[N:13]=2)=[N:6][CH:7]=1, predict the reactants needed to synthesize it. The reactants are: [Br:1][C:2]1[C:3]([CH2:22][C:23]([OH:25])=O)=[CH:4][C:5]([NH:8][C:9]2[S:10][CH:11]=[C:12]([CH2:14][CH2:15][C:16]3[CH:21]=[CH:20][CH:19]=[CH:18][CH:17]=3)[N:13]=2)=[N:6][CH:7]=1.CCN(C(C)C)C(C)C.F[P-](F)(F)(F)(F)F.CN(C)C(F)=[N+](C)C.O[NH:51][C:52](=[NH:54])[CH3:53]. (4) Given the product [C:21]([CH2:20][CH:19]([NH:18][C:17]([CH2:16][O:15][C:13]1[C:12]2[C:7](=[CH:8][C:9]([Cl:35])=[CH:10][C:11]=2[Cl:34])[CH:6]=[C:5]([C:3]([OH:4])=[O:2])[CH:14]=1)=[O:33])[CH2:26][C:27]1[CH:32]=[CH:31][CH:30]=[CH:29][CH:28]=1)([OH:23])=[O:22], predict the reactants needed to synthesize it. The reactants are: C[O:2][C:3]([C:5]1[CH:14]=[C:13]([O:15][CH2:16][C:17](=[O:33])[NH:18][CH:19]([CH2:26][C:27]2[CH:32]=[CH:31][CH:30]=[CH:29][CH:28]=2)[CH2:20][C:21]([O:23]CC)=[O:22])[C:12]2[C:7](=[CH:8][C:9]([Cl:35])=[CH:10][C:11]=2[Cl:34])[CH:6]=1)=[O:4].[Li+].[OH-]. (5) Given the product [NH2:34][CH2:33][CH2:32][CH:31]([NH:30][C:26]1[N:25]=[C:24]([C:21]2[N:17]3[CH:18]=[CH:19][N:20]=[C:15]([NH:14][CH:11]4[CH2:12][CH2:13][CH:8]([NH2:7])[CH2:9][CH2:10]4)[C:16]3=[N:23][CH:22]=2)[CH:29]=[CH:28][N:27]=1)[C:42]1[CH:47]=[CH:46][CH:45]=[CH:44][CH:43]=1, predict the reactants needed to synthesize it. The reactants are: C(OC(=O)[NH:7][CH:8]1[CH2:13][CH2:12][CH:11]([NH:14][C:15]2[C:16]3[N:17]([C:21]([C:24]4[CH:29]=[CH:28][N:27]=[C:26]([NH:30][CH:31]([C:42]5[CH:47]=[CH:46][CH:45]=[CH:44][CH:43]=5)[CH2:32][CH2:33][NH:34]C(OC(C)(C)C)=O)[N:25]=4)=[CH:22][N:23]=3)[CH:18]=[CH:19][N:20]=2)[CH2:10][CH2:9]1)(C)(C)C.Cl.